Task: Predict which catalyst facilitates the given reaction.. Dataset: Catalyst prediction with 721,799 reactions and 888 catalyst types from USPTO (1) Reactant: CN(C)C=O.C(Cl)(=O)C(Cl)=O.[CH3:12][O:13][C:14]1[CH:19]=[CH:18][C:17]([N:20]2[C:24]3[C:25](=[O:42])[N:26]([C:29]4[CH:34]=[CH:33][C:32]([N:35]5[CH:40]=[CH:39][CH:38]=[CH:37][C:36]5=[O:41])=[CH:31][CH:30]=4)[CH2:27][CH2:28][C:23]=3[C:22]([C:43]([NH2:45])=O)=[N:21]2)=[CH:16][CH:15]=1.N1C=CC=CC=1. The catalyst class is: 23. Product: [CH3:12][O:13][C:14]1[CH:19]=[CH:18][C:17]([N:20]2[C:24]3[C:25](=[O:42])[N:26]([C:29]4[CH:34]=[CH:33][C:32]([N:35]5[CH:40]=[CH:39][CH:38]=[CH:37][C:36]5=[O:41])=[CH:31][CH:30]=4)[CH2:27][CH2:28][C:23]=3[C:22]([C:43]#[N:45])=[N:21]2)=[CH:16][CH:15]=1. (2) Reactant: [Br:1][C:2]1[N:6]2[N:7]=[C:8](Cl)[CH:9]=[CH:10][C:5]2=[N:4][CH:3]=1.[OH-:12].[K+]. Product: [Br:1][C:2]1[N:6]2[NH:7][C:8](=[O:12])[CH:9]=[CH:10][C:5]2=[N:4][CH:3]=1. The catalyst class is: 149. (3) Reactant: [I-].[CH2:2]([C:4]1[C:17]2[C:8](=[S+:9][C:10]3[C:15]([N:16]=2)=[C:14]([CH3:18])[CH:13]=[C:12]([N:19]2[CH2:24][CH2:23][O:22][CH2:21][CH2:20]2)[CH:11]=3)[CH:7]=[C:6]([N:25]2[CH2:31][CH2:30][CH2:29][N:28](C(OC(C)(C)C)=O)[CH2:27][CH2:26]2)[CH:5]=1)[CH3:3].[Cl:39]CCl. Product: [Cl-:39].[CH2:2]([C:4]1[C:17]2[C:8](=[S+:9][C:10]3[C:15]([N:16]=2)=[C:14]([CH3:18])[CH:13]=[C:12]([N:19]2[CH2:24][CH2:23][O:22][CH2:21][CH2:20]2)[CH:11]=3)[CH:7]=[C:6]([N:25]2[CH2:31][CH2:30][CH2:29][NH:28][CH2:27][CH2:26]2)[CH:5]=1)[CH3:3]. The catalyst class is: 33. (4) The catalyst class is: 17. Product: [Cl:25][C:11]1[CH:12]=[C:13]([NH:16][C:17]2[CH:22]=[CH:21][C:20]([F:23])=[CH:19][C:18]=2[F:24])[CH:14]=[CH:15][C:10]=1[C:8]([C:6]1[CH:7]=[C:2]([NH:1][C:36]([NH:35][C:31]2[CH:32]=[CH:33][CH:34]=[C:29]([O:28][CH3:27])[CH:30]=2)=[O:37])[CH:3]=[CH:4][C:5]=1[CH3:26])=[O:9]. Reactant: [NH2:1][C:2]1[CH:3]=[CH:4][C:5]([CH3:26])=[C:6]([C:8]([C:10]2[CH:15]=[CH:14][C:13]([NH:16][C:17]3[CH:22]=[CH:21][C:20]([F:23])=[CH:19][C:18]=3[F:24])=[CH:12][C:11]=2[Cl:25])=[O:9])[CH:7]=1.[CH3:27][O:28][C:29]1[CH:30]=[C:31]([N:35]=[C:36]=[O:37])[CH:32]=[CH:33][CH:34]=1. (5) Reactant: Cl[C:2]1[CH:7]=[CH:6][C:5]([O:8][CH3:9])=[CH:4][C:3]=1[N+:10]([O-:12])=[O:11].[C:13]([N:20]1[CH2:25][CH2:24][NH:23][CH2:22][CH2:21]1)([O:15][C:16]([CH3:19])([CH3:18])[CH3:17])=[O:14]. Product: [CH3:9][O:8][C:5]1[CH:6]=[CH:7][C:2]([N:23]2[CH2:22][CH2:21][N:20]([C:13]([O:15][C:16]([CH3:19])([CH3:18])[CH3:17])=[O:14])[CH2:25][CH2:24]2)=[C:3]([N+:10]([O-:12])=[O:11])[CH:4]=1. The catalyst class is: 37.